The task is: Predict the reactants needed to synthesize the given product.. This data is from Full USPTO retrosynthesis dataset with 1.9M reactions from patents (1976-2016). (1) The reactants are: [Cl:1][C:2]1[CH:7]=[CH:6][N:5]=[C:4]([O:8][CH2:9][C@@H:10]2[CH2:16][C@H:15]3[C@H:13]([CH2:14]3)[CH2:12][N:11]2C(OC(C)(C)C)=O)[CH:3]=1.C(O)(C(F)(F)F)=O. Given the product [Cl:1][C:2]1[CH:7]=[CH:6][N:5]=[C:4]([O:8][CH2:9][C@@H:10]2[CH2:16][C@H:15]3[C@H:13]([CH2:14]3)[CH2:12][NH:11]2)[CH:3]=1, predict the reactants needed to synthesize it. (2) Given the product [CH3:12][O:13][CH2:14][CH2:15][CH:2]1[S:3][CH2:4][CH2:5][CH2:6][S:1]1, predict the reactants needed to synthesize it. The reactants are: [S:1]1[CH2:6][CH2:5][CH2:4][S:3][CH2:2]1.[Li]CCCC.[CH3:12][O:13][CH2:14][CH2:15]Br. (3) The reactants are: [F:1][C:2]1[CH:7]=[C:6]([C:8]([F:11])([F:10])[F:9])[CH:5]=[CH:4][C:3]=1[CH:12]([C:19]1[C:27]2[C:22](=[C:23]([CH2:28][S:29][CH3:30])[CH:24]=[CH:25][CH:26]=2)[NH:21][CH:20]=1)[CH2:13][C:14](OCC)=[O:15].[H-].[Al+3].[Li+].[H-].[H-].[H-].Cl.ClCCl. Given the product [F:1][C:2]1[CH:7]=[C:6]([C:8]([F:11])([F:10])[F:9])[CH:5]=[CH:4][C:3]=1[CH:12]([C:19]1[C:27]2[C:22](=[C:23]([CH2:28][S:29][CH3:30])[CH:24]=[CH:25][CH:26]=2)[NH:21][CH:20]=1)[CH2:13][CH2:14][OH:15], predict the reactants needed to synthesize it.